From a dataset of Full USPTO retrosynthesis dataset with 1.9M reactions from patents (1976-2016). Predict the reactants needed to synthesize the given product. (1) Given the product [NH2:25][CH2:26][C:27]1[CH:32]=[C:31]([C:2]2[C:7]3[O:8][CH2:9][O:10][C:6]=3[CH:5]=[C:4]([CH2:11][O:12][C:13]3[CH:18]=[CH:17][CH:16]=[CH:15][C:14]=3[CH2:19][C:20]([O:22][CH3:23])=[O:21])[CH:3]=2)[CH:30]=[CH:29][CH:28]=1, predict the reactants needed to synthesize it. The reactants are: Br[C:2]1[C:7]2[O:8][CH2:9][O:10][C:6]=2[CH:5]=[C:4]([CH2:11][O:12][C:13]2[CH:18]=[CH:17][CH:16]=[CH:15][C:14]=2[CH2:19][C:20]([O:22][CH3:23])=[O:21])[CH:3]=1.Cl.[NH2:25][CH2:26][C:27]1[CH:28]=[C:29](B(O)O)[CH:30]=[CH:31][CH:32]=1.[O-]P([O-])([O-])=O.[K+].[K+].[K+].C(Cl)Cl. (2) Given the product [CH3:1][C:2]([CH3:18])([CH3:17])[C@@H:3]([C:14]([OH:16])=[O:15])[NH:4][C:5]([N:7]([CH3:13])[CH2:8][CH2:9][CH2:10][CH2:11][CH:12]=[CH2:19])=[O:6], predict the reactants needed to synthesize it. The reactants are: [CH3:1][C:2]([CH3:18])([CH3:17])[C@@H:3]([C:14]([OH:16])=[O:15])[NH:4][C:5]([N:7]([CH3:13])[CH2:8][CH2:9][CH2:10][CH:11]=[CH2:12])=[O:6].[C:19](Cl)(=O)CCCC=C. (3) The reactants are: [NH2:1][C:2]1[S:6][C:5]([C:7]2[CH:12]=[CH:11][C:10]([C:13]([OH:16])([CH3:15])[CH3:14])=[CH:9][CH:8]=2)=[N:4][C:3]=1[C:17]([NH2:19])=[O:18].Br[C:21]1[N:26]=[C:25]([CH:27]([OH:32])[C:28]([F:31])([F:30])[F:29])[CH:24]=[CH:23][CH:22]=1.CC(C1C=C(C(C)C)C(C2C=CC=CC=2P(C2CCCCC2)C2CCCCC2)=C(C(C)C)C=1)C.C(=O)([O-])[O-].[K+].[K+].C(O)(CC)(C)C. Given the product [OH:16][C:13]([C:10]1[CH:9]=[CH:8][C:7]([C:5]2[S:6][C:2]([NH:1][C:21]3[CH:22]=[CH:23][CH:24]=[C:25]([CH:27]([OH:32])[C:28]([F:31])([F:30])[F:29])[N:26]=3)=[C:3]([C:17]([NH2:19])=[O:18])[N:4]=2)=[CH:12][CH:11]=1)([CH3:15])[CH3:14], predict the reactants needed to synthesize it. (4) Given the product [C:13]([NH:1][C@H:2]([C:8]([OH:10])=[O:9])[CH2:3][CH2:4][C:5](=[O:7])[NH2:6])(=[O:25])[CH2:14][CH2:15][CH2:16][CH2:17][CH2:18][CH2:19][CH2:20][CH2:21][CH2:22][CH2:23][CH3:24], predict the reactants needed to synthesize it. The reactants are: [NH2:1][C@H:2]([C:8]([OH:10])=[O:9])[CH2:3][CH2:4][C:5](=[O:7])[NH2:6].[OH-].[Na+].[C:13](Cl)(=[O:25])[CH2:14][CH2:15][CH2:16][CH2:17][CH2:18][CH2:19][CH2:20][CH2:21][CH2:22][CH2:23][CH3:24].S(=O)(=O)(O)O. (5) Given the product [NH2:8][C:5]1[CH:6]=[C:7]2[C:2](=[CH:3][C:4]=1[O:18][CH3:19])[NH:1][C:24](=[O:26])[CH:23]=[C:22]2[C:21]([F:20])([F:30])[F:31], predict the reactants needed to synthesize it. The reactants are: [NH2:1][C:2]1[CH:7]=[CH:6][C:5]([NH:8]CC2C=CC(OC)=CC=2)=[C:4]([O:18][CH3:19])[CH:3]=1.[F:20][C:21]([F:31])([F:30])[C:22](=O)[CH2:23][C:24]([O:26]CC)=O.OS(O)(=O)=O. (6) Given the product [C:22]([O:25][C:26](=[O:27])[NH:28][CH2:29][C:30](=[O:31])[NH:1][C:2]1[CH:7]=[CH:6][C:5]([C@@H:8]([C:9](=[O:10])[NH:11][C:12]2[S:13][C:14]([CH:17]([CH3:19])[CH3:18])=[CH:15][N:16]=2)[CH3:20])=[CH:4][CH:3]=1)([CH3:24])([CH3:21])[CH3:23], predict the reactants needed to synthesize it. The reactants are: [NH2:1][C:2]1[CH:7]=[CH:6][C:5]([C@H:8]([CH3:20])[C:9]([NH:11][C:12]2[S:13][C:14]([CH:17]([CH3:19])[CH3:18])=[CH:15][N:16]=2)=[O:10])=[CH:4][CH:3]=1.[CH3:21][C:22]([O:25][C:26]([NH:28][CH2:29][C:30](O)=[O:31])=[O:27])([CH3:24])[CH3:23].C1(N=C=N)CCCCC1. (7) Given the product [C:2]([NH:6][NH:7][C:19](=[O:20])[CH:18]=[CH:17][O:16][CH3:15])([CH3:5])([CH3:4])[CH3:3], predict the reactants needed to synthesize it. The reactants are: Cl.[C:2]([NH:6][NH2:7])([CH3:5])([CH3:4])[CH3:3].C(N(CC)CC)C.[CH3:15][O:16][CH:17]=[CH:18][C:19](Cl)=[O:20]. (8) Given the product [CH3:26][S:23]([O:15][CH2:14][C:10]1([CH2:9][N:7]2[CH:8]=[C:4]([N+:1]([O-:3])=[O:2])[CH:5]=[N:6]2)[CH2:13][O:12][CH2:11]1)(=[O:25])=[O:24], predict the reactants needed to synthesize it. The reactants are: [N+:1]([C:4]1[CH:5]=[N:6][N:7]([CH2:9][C:10]2([CH2:14][OH:15])[CH2:13][O:12][CH2:11]2)[CH:8]=1)([O-:3])=[O:2].C(N(CC)CC)C.[S:23](Cl)([CH3:26])(=[O:25])=[O:24].